This data is from Reaction yield outcomes from USPTO patents with 853,638 reactions. The task is: Predict the reaction yield, written as a fraction of the theoretical maximum amount of product (1.0 means a 100% yield; for example, 0.34 means a 34% yield). (1) The product is [Br:20][CH2:21][CH2:22][CH2:23][CH2:24][CH2:25][N:11]1[C:12]2[CH:17]=[CH:16][CH:15]=[CH:14][C:13]=2[N:9]([C:3]2[CH:4]=[CH:5][C:6]([F:8])=[CH:7][C:2]=2[F:1])[S:10]1(=[O:18])=[O:19]. The yield is 0.600. The reactants are [F:1][C:2]1[CH:7]=[C:6]([F:8])[CH:5]=[CH:4][C:3]=1[N:9]1[C:13]2[CH:14]=[CH:15][CH:16]=[CH:17][C:12]=2[NH:11][S:10]1(=[O:19])=[O:18].[Br:20][CH2:21][CH2:22][CH2:23][CH2:24][CH2:25]Br.C(=O)([O-])[O-].[Cs+].[Cs+]. No catalyst specified. (2) The reactants are [CH3:1][NH:2][C:3]([C:5]1[N:6]=[N:7][C:8]([NH:23][C:24]2[CH:29]=[CH:28][CH:27]=[CH:26][N:25]=2)=[CH:9][C:10]=1[NH:11][C:12]1[C:13]([S:21][CH3:22])=[C:14]([CH:18]=[CH:19][CH:20]=1)[C:15](O)=[O:16])=[O:4].C(Cl)CCl.C1C=CC2N(O)N=[N:40]C=2C=1.N. The catalyst is CN(C=O)C.O. The product is [C:15]([C:14]1[C:13]([S:21][CH3:22])=[C:12]([NH:11][C:10]2[CH:9]=[C:8]([NH:23][C:24]3[CH:29]=[CH:28][CH:27]=[CH:26][N:25]=3)[N:7]=[N:6][C:5]=2[C:3]([NH:2][CH3:1])=[O:4])[CH:20]=[CH:19][CH:18]=1)(=[O:16])[NH2:40]. The yield is 0.720. (3) The reactants are [Zn:1].[OH2:2].[F:3][CH:4]([F:9])[S:5](Cl)(=[O:7])=[O:6]. The catalyst is [Al]. The product is [F:3][CH:4]([F:9])[S:5]([O:7][Zn:1][O:2][S:5]([CH:4]([F:9])[F:3])=[O:6])=[O:6]. The yield is 0.816. (4) The reactants are [Br:1][C:2]1[CH:7]=[CH:6][CH:5]=[C:4]([N+:8]([O-:10])=[O:9])[C:3]=1[CH3:11].[Br:12]N1C(=O)CCC1=O. The catalyst is C(Cl)(Cl)(Cl)Cl.C(OOC(=O)C1C=CC=CC=1)(=O)C1C=CC=CC=1. The product is [Br:1][C:2]1[CH:7]=[CH:6][CH:5]=[C:4]([N+:8]([O-:10])=[O:9])[C:3]=1[CH2:11][Br:12]. The yield is 0.800. (5) The reactants are [CH3:1][O:2][C:3]1[CH:4]=[C:5]([CH:9]=[CH:10][CH:11]=1)[CH2:6][CH2:7][NH2:8].[Cl:12][C:13]1[N:18]=[C:17](Cl)[C:16]([Cl:20])=[CH:15][N:14]=1.C(=O)([O-])[O-].[K+].[K+]. The catalyst is CN(C)C=O. The product is [Cl:12][C:13]1[N:18]=[C:17]([NH:8][CH2:7][CH2:6][C:5]2[CH:9]=[CH:10][CH:11]=[C:3]([O:2][CH3:1])[CH:4]=2)[C:16]([Cl:20])=[CH:15][N:14]=1. The yield is 0.950.